Task: Predict the reactants needed to synthesize the given product.. Dataset: Full USPTO retrosynthesis dataset with 1.9M reactions from patents (1976-2016) (1) Given the product [C:21]([O:20][C:18]([N:15]1[CH2:16][CH2:17][CH:12]([CH2:11][NH:10][C:3](=[O:5])[C:2]([F:1])([F:8])[F:9])[CH2:13][CH2:14]1)=[O:19])([CH3:24])([CH3:23])[CH3:22], predict the reactants needed to synthesize it. The reactants are: [F:1][C:2]([F:9])([F:8])[C:3]([O:5]CC)=O.[NH2:10][CH2:11][CH:12]1[CH2:17][CH2:16][N:15]([C:18]([O:20][C:21]([CH3:24])([CH3:23])[CH3:22])=[O:19])[CH2:14][CH2:13]1. (2) Given the product [Cl:8][C:9]1[CH:14]=[CH:13][CH:12]=[CH:11][C:10]=1[CH2:15][N:16]1[C:17]([OH:37])=[C:18]([C:33]([NH:7][CH:1]2[CH2:6][CH2:5][CH2:4][CH2:3][CH2:2]2)=[O:34])[C:19]([OH:32])=[C:20]([C:23]([NH:25][CH2:26][C:27]([O-:29])=[O:28])=[O:24])[C:21]1=[O:22].[NH4+:7], predict the reactants needed to synthesize it. The reactants are: [CH:1]1([NH2:7])[CH2:6][CH2:5][CH2:4][CH2:3][CH2:2]1.[Cl:8][C:9]1[CH:14]=[CH:13][CH:12]=[CH:11][C:10]=1[CH2:15][N:16]1[C:21](=[O:22])[C:20]([C:23]([NH:25][CH2:26][C:27]([O:29]CC)=[O:28])=[O:24])=[C:19]([OH:32])[C:18]([C:33](OC)=[O:34])=[C:17]1[OH:37]. (3) Given the product [Cl:15][C:7]1[CH:6]=[CH:5][C:4]2[C:9](=[CH:10][CH:11]=[C:2]([I:1])[CH:3]=2)[N:8]=1, predict the reactants needed to synthesize it. The reactants are: [I:1][C:2]1[CH:3]=[C:4]2[C:9](=[CH:10][CH:11]=1)[NH:8][C:7](=O)[CH:6]=[CH:5]2.P(Cl)(Cl)([Cl:15])=O.